Task: Predict hERG channel inhibition at various concentrations.. Dataset: hERG Central: cardiac toxicity at 1µM, 10µM, and general inhibition (1) The drug is O=C1N(Cc2cccnc2)C[C@@H]2C[C@@H](c3ccc(-c4ccccc4)cc3)N3CCC[C@@]123. Results: hERG_inhib (hERG inhibition (general)): blocker. (2) The drug is O=C(c1cc(=O)[nH]c2ccccc12)N1CCN(c2ccc([N+](=O)[O-])cc2)CC1. Results: hERG_inhib (hERG inhibition (general)): blocker. (3) The compound is O=C(CN1CCN(Cc2ccccc2)CC1)c1c[nH]c2ccccc12. Results: hERG_inhib (hERG inhibition (general)): blocker. (4) The molecule is O=C(Nc1cc([N+](=O)[O-])ccc1N1CCCC1)c1cccs1. Results: hERG_inhib (hERG inhibition (general)): blocker. (5) The drug is Br.Cn1c(=N)n(CC(=O)c2ccc(Cl)c(Cl)c2)c2ccccc21. Results: hERG_inhib (hERG inhibition (general)): blocker. (6) The compound is CCC1=Nc2ccc(Br)cc2C(c2ccccc2)N1CC(=O)OC. Results: hERG_inhib (hERG inhibition (general)): blocker.